The task is: Predict the reactants needed to synthesize the given product.. This data is from Full USPTO retrosynthesis dataset with 1.9M reactions from patents (1976-2016). (1) Given the product [Cl:8][C:13]1[CH:14]=[CH:15][N:10]=[C:11]([C:16]([O:22][CH3:19])=[O:24])[CH:12]=1, predict the reactants needed to synthesize it. The reactants are: CN(C=O)C.S(Cl)([Cl:8])=O.[N:10]1[CH:15]=[CH:14][CH:13]=[CH:12][C:11]=1[C:16](O)=O.[C:19](=[O:22])(O)[O-].[Na+].[OH2:24]. (2) Given the product [Cl:1][C:2]1[CH:3]=[CH:4][C:5]([O:8][C:9]2[CH:14]=[CH:13][C:12]([O:15][C:24]([N:21]3[CH2:22][CH2:23][CH:18]([CH2:17][OH:16])[CH2:19][CH2:20]3)=[O:26])=[CH:11][CH:10]=2)=[N:6][CH:7]=1, predict the reactants needed to synthesize it. The reactants are: [Cl:1][C:2]1[CH:3]=[CH:4][C:5]([O:8][C:9]2[CH:14]=[CH:13][C:12]([OH:15])=[CH:11][CH:10]=2)=[N:6][CH:7]=1.[OH:16][CH2:17][CH:18]1[CH2:23][CH2:22][NH:21][CH2:20][CH2:19]1.[C:24](OCC)(=[O:26])C.CCCCCCC. (3) Given the product [ClH:1].[ClH:22].[Cl:1][C:2]1[S:6][C:5]([C:7]2[NH:8][C:9]([CH2:18][Cl:22])=[C:10]([C:12]3[CH:13]=[N:14][CH:15]=[CH:16][CH:17]=3)[N:11]=2)=[CH:4][CH:3]=1, predict the reactants needed to synthesize it. The reactants are: [Cl:1][C:2]1[S:6][C:5]([C:7]2[NH:8][C:9]([CH2:18]O)=[C:10]([C:12]3[CH:13]=[N:14][CH:15]=[CH:16][CH:17]=3)[N:11]=2)=[CH:4][CH:3]=1.S(Cl)([Cl:22])=O. (4) The reactants are: [CH3:1][O:2][C:3]1[CH:4]=[N:5][C:6]2[C:11]([N:12]=1)=[CH:10][C:9]([C:13]([OH:15])=O)=[CH:8][CH:7]=2.C1C=CC2N(O)N=NC=2C=1.C(Cl)CCl.Cl.[CH3:31][O:32][NH:33][CH3:34]. Given the product [CH3:31][O:32][N:33]([CH3:34])[C:13]([C:9]1[CH:10]=[C:11]2[C:6](=[CH:7][CH:8]=1)[N:5]=[CH:4][C:3]([O:2][CH3:1])=[N:12]2)=[O:15], predict the reactants needed to synthesize it.